This data is from Peptide-MHC class I binding affinity with 185,985 pairs from IEDB/IMGT. The task is: Regression. Given a peptide amino acid sequence and an MHC pseudo amino acid sequence, predict their binding affinity value. This is MHC class I binding data. The peptide sequence is KEHVIQNAF. The MHC is HLA-B51:01 with pseudo-sequence HLA-B51:01. The binding affinity (normalized) is 0.